Dataset: Forward reaction prediction with 1.9M reactions from USPTO patents (1976-2016). Task: Predict the product of the given reaction. Given the reactants [NH:1]1[C:9]2[C:4](=[CH:5][CH:6]=[C:7]([CH2:10][CH2:11][N:12]([CH2:15][CH3:16])[CH2:13][CH3:14])[CH:8]=2)[CH:3]=[CH:2]1.C([O-])([O-])=O.[K+].[K+].Br[C:24]1[CH:28]=[CH:27][S:26][CH:25]=1, predict the reaction product. The product is: [CH2:15]([N:12]([CH2:13][CH3:14])[CH2:11][CH2:10][C:7]1[CH:8]=[C:9]2[C:4]([CH:3]=[CH:2][N:1]2[C:24]2[CH:28]=[CH:27][S:26][CH:25]=2)=[CH:5][CH:6]=1)[CH3:16].